Dataset: Reaction yield outcomes from USPTO patents with 853,638 reactions. Task: Predict the reaction yield, written as a fraction of the theoretical maximum amount of product (1.0 means a 100% yield; for example, 0.34 means a 34% yield). (1) The reactants are Br[CH:2]([CH3:4])[CH3:3].C(=O)([O-])[O-].[K+].[K+].[F:11][C:12]1[C:17]([OH:18])=[CH:16][N:15]=[C:14]2[N:19]([Si:22]([CH:29]([CH3:31])[CH3:30])([CH:26]([CH3:28])[CH3:27])[CH:23]([CH3:25])[CH3:24])[CH:20]=[CH:21][C:13]=12. The catalyst is CN(C=O)C. The product is [F:11][C:12]1[C:17]([O:18][CH:2]([CH3:4])[CH3:3])=[CH:16][N:15]=[C:14]2[N:19]([Si:22]([CH:26]([CH3:28])[CH3:27])([CH:29]([CH3:31])[CH3:30])[CH:23]([CH3:24])[CH3:25])[CH:20]=[CH:21][C:13]=12. The yield is 0.420. (2) The reactants are Cl[C:2]1[N:7]=[CH:6][C:5]([Br:8])=[CH:4][N:3]=1.[F:9][C:10]([F:19])([F:18])[C:11]1[CH:12]=[C:13]([CH:15]=[CH:16][CH:17]=1)[NH2:14].C(OC1C=CC(C=O)=CC=1)C1C=CC=CC=1. The catalyst is C(O)CCC. The product is [F:9][C:10]([F:18])([F:19])[C:11]1[CH:12]=[C:13]([NH:14][C:2]2[N:7]=[CH:6][C:5]([Br:8])=[CH:4][N:3]=2)[CH:15]=[CH:16][CH:17]=1. The yield is 0.950.